From a dataset of Reaction yield outcomes from USPTO patents with 853,638 reactions. Predict the reaction yield, written as a fraction of the theoretical maximum amount of product (1.0 means a 100% yield; for example, 0.34 means a 34% yield). The reactants are [CH3:1][C:2]1[C:7]([C:8]2[CH:13]=[CH:12][CH:11]=[CH:10][C:9]=2[C:14]([F:17])([F:16])[F:15])=[N:6][N:5]2[C:18]([C:21]([OH:23])=O)=[CH:19][N:20]=[C:4]2[CH:3]=1.[NH2:24][C:25]1[CH:30]=[CH:29][N:28]=[CH:27][CH:26]=1. No catalyst specified. The product is [CH3:1][C:2]1[C:7]([C:8]2[CH:13]=[CH:12][CH:11]=[CH:10][C:9]=2[C:14]([F:17])([F:15])[F:16])=[N:6][N:5]2[C:18]([C:21]([NH:24][C:25]3[CH:30]=[CH:29][N:28]=[CH:27][CH:26]=3)=[O:23])=[CH:19][N:20]=[C:4]2[CH:3]=1. The yield is 0.730.